This data is from Forward reaction prediction with 1.9M reactions from USPTO patents (1976-2016). The task is: Predict the product of the given reaction. (1) Given the reactants [OH:1][C:2]12[C:13]3[C:8](=[C:9]([N+:14]([O-])=O)[CH:10]=[CH:11][CH:12]=3)[C:7](=[O:17])[C:6]1([NH:18][C:19](=[O:27])[C:20]1[CH:25]=[CH:24][CH:23]=[C:22]([CH3:26])[CH:21]=1)[C:5]1[CH:28]=[CH:29][C:30]([CH:32]([CH3:34])[CH3:33])=[CH:31][C:4]=1[O:3]2.O, predict the reaction product. The product is: [NH2:14][C:9]1[CH:10]=[CH:11][CH:12]=[C:13]2[C:8]=1[C:7](=[O:17])[C:6]1([NH:18][C:19](=[O:27])[C:20]3[CH:25]=[CH:24][CH:23]=[C:22]([CH3:26])[CH:21]=3)[C:5]3[CH:28]=[CH:29][C:30]([CH:32]([CH3:34])[CH3:33])=[CH:31][C:4]=3[O:3][C:2]12[OH:1]. (2) Given the reactants [C:1]([OH:9])(=O)[C:2]1[CH:7]=[CH:6][N:5]=[CH:4][CH:3]=1.[I:10][C:11]1[CH:17]=[CH:16][C:14]([NH2:15])=[CH:13][CH:12]=1.C1C2C(=CC=CC=2)C=CC=1C(O)=O, predict the reaction product. The product is: [I:10][C:11]1[CH:17]=[CH:16][C:14]([NH:15][C:1](=[O:9])[C:2]2[CH:3]=[CH:4][N:5]=[CH:6][CH:7]=2)=[CH:13][CH:12]=1.